The task is: Predict which catalyst facilitates the given reaction.. This data is from Catalyst prediction with 721,799 reactions and 888 catalyst types from USPTO. Reactant: [Br:1][C:2]1[CH:6]=[N:5][N:4]([CH3:7])[C:3]=1[C:8]1[CH:9]=[C:10]([NH2:23])[CH:11]=[CH:12][C:13]=1[O:14][CH2:15][CH2:16][N:17]1[CH2:21][CH2:20][CH2:19][CH:18]1[CH3:22].[F:24][C:25]1[CH:26]=[C:27]([CH:31]=[CH:32][C:33]=1[F:34])[C:28](Cl)=[O:29].C(N(CC)CC)C. Product: [Br:1][C:2]1[CH:6]=[N:5][N:4]([CH3:7])[C:3]=1[C:8]1[CH:9]=[C:10]([NH:23][C:28](=[O:29])[C:27]2[CH:31]=[CH:32][C:33]([F:34])=[C:25]([F:24])[CH:26]=2)[CH:11]=[CH:12][C:13]=1[O:14][CH2:15][CH2:16][N:17]1[CH2:21][CH2:20][CH2:19][CH:18]1[CH3:22]. The catalyst class is: 1.